This data is from Full USPTO retrosynthesis dataset with 1.9M reactions from patents (1976-2016). The task is: Predict the reactants needed to synthesize the given product. (1) The reactants are: Cl.Cl.[NH:3]1[CH2:8][CH2:7][CH2:6][CH:5]([NH:9][C:10]([NH:12][C:13]2[N:14]=[C:15]3[CH:21]=[CH:20][N:19]([CH2:22][O:23][CH2:24][CH2:25][Si:26]([CH3:29])([CH3:28])[CH3:27])[C:16]3=[N:17][CH:18]=2)=[O:11])[CH2:4]1.[CH3:30][CH:31]([CH3:37])[CH2:32][S:33](Cl)(=[O:35])=[O:34]. Given the product [CH3:30][CH:31]([CH3:37])[CH2:32][S:33]([N:3]1[CH2:8][CH2:7][CH2:6][CH:5]([NH:9][C:10]([NH:12][C:13]2[N:14]=[C:15]3[CH:21]=[CH:20][N:19]([CH2:22][O:23][CH2:24][CH2:25][Si:26]([CH3:29])([CH3:28])[CH3:27])[C:16]3=[N:17][CH:18]=2)=[O:11])[CH2:4]1)(=[O:35])=[O:34], predict the reactants needed to synthesize it. (2) Given the product [CH3:33][O:32][C:25]1[N:24]=[CH:23][C:22]([N:21]2[CH2:20][CH2:19][O:18][C:17]3[CH:34]=[N:35][C:14]([O:13][C@H:10]4[CH2:11][CH2:12][NH:8][CH2:9]4)=[CH:15][C:16]2=3)=[CH:27][C:26]=1[C:28]([F:31])([F:29])[F:30], predict the reactants needed to synthesize it. The reactants are: C(OC([N:8]1[CH2:12][CH2:11][C@H:10]([O:13][C:14]2[N:35]=[CH:34][C:17]3[O:18][CH2:19][CH2:20][N:21]([C:22]4[CH:23]=[N:24][C:25]([O:32][CH3:33])=[C:26]([C:28]([F:31])([F:30])[F:29])[CH:27]=4)[C:16]=3[CH:15]=2)[CH2:9]1)=O)(C)(C)C.C(O)(C(F)(F)F)=O. (3) Given the product [Br:32][C:29]1[C:28]2[C:23](=[CH:24][C:25]([F:34])=[CH:26][C:27]=2[F:33])[N:22]=[C:21]([NH:18][CH2:17][C:16]([O:15][CH3:14])=[O:19])[C:30]=1[CH3:31], predict the reactants needed to synthesize it. The reactants are: C(C1CCCCC1=O)(=O)C(C)C.Cl.[CH3:14][O:15][C:16](=[O:19])[CH2:17][NH2:18].Br[C:21]1[C:30]([CH3:31])=[C:29]([Br:32])[C:28]2[C:23](=[CH:24][C:25]([F:34])=[CH:26][C:27]=2[F:33])[N:22]=1.C(=O)([O-])[O-].[Cs+].[Cs+]. (4) Given the product [NH:19]([C:2]1[CH:3]=[CH:4][C:5]2[C:6]([N:18]=1)=[N:7][C:8]([C:12]1[CH:17]=[CH:16][CH:15]=[CH:14][CH:13]=1)=[C:9]([OH:11])[N:10]=2)[NH2:20], predict the reactants needed to synthesize it. The reactants are: Cl[C:2]1[CH:3]=[CH:4][C:5]2[C:6]([N:18]=1)=[N:7][C:8]([C:12]1[CH:17]=[CH:16][CH:15]=[CH:14][CH:13]=1)=[C:9]([OH:11])[N:10]=2.[NH2:19][NH2:20].O1CCOCC1. (5) Given the product [Br:1][C:2]1[CH:11]=[C:10]2[C:5]([C:6]([Cl:16])=[CH:7][CH:8]=[N:9]2)=[CH:4][C:3]=1[CH3:13], predict the reactants needed to synthesize it. The reactants are: [Br:1][C:2]1[CH:11]=[C:10]2[C:5]([C:6](O)=[CH:7][CH:8]=[N:9]2)=[CH:4][C:3]=1[CH3:13].O=P(Cl)(Cl)[Cl:16].